Task: Predict the reactants needed to synthesize the given product.. Dataset: Full USPTO retrosynthesis dataset with 1.9M reactions from patents (1976-2016) (1) Given the product [CH:1]([C@H:14]1[N:19]2[CH2:20][CH2:21][N:22]([C:40]([N:39]([CH3:43])[CH3:38])=[O:41])[CH2:23][C@@H:18]2[CH2:17][N:16]([C:24]([O:26][C:27]([CH3:30])([CH3:29])[CH3:28])=[O:25])[CH2:15]1)([C:8]1[CH:13]=[CH:12][CH:11]=[CH:10][CH:9]=1)[C:2]1[CH:7]=[CH:6][CH:5]=[CH:4][CH:3]=1, predict the reactants needed to synthesize it. The reactants are: [CH:1]([C@H:14]1[N:19]2[CH2:20][CH2:21][NH:22][CH2:23][C@H:18]2[CH2:17][N:16]([C:24]([O:26][C:27]([CH3:30])([CH3:29])[CH3:28])=[O:25])[CH2:15]1)([C:8]1[CH:13]=[CH:12][CH:11]=[CH:10][CH:9]=1)[C:2]1[CH:7]=[CH:6][CH:5]=[CH:4][CH:3]=1.C(N(CC)CC)C.[CH3:38][N:39]([CH3:43])[C:40](Cl)=[O:41]. (2) Given the product [CH3:20][N:21]1[C:25]([CH3:26])=[C:24]([CH:27]([NH:29][C:15]([C:10]2[CH:9]=[CH:8][C:7]3[C:12](=[CH:13][CH:14]=[C:5]([C:2]([OH:1])([CH3:3])[CH3:4])[CH:6]=3)[CH:11]=2)=[O:17])[CH3:28])[CH:23]=[N:22]1, predict the reactants needed to synthesize it. The reactants are: [OH:1][C:2]([C:5]1[CH:6]=[C:7]2[C:12](=[CH:13][CH:14]=1)[CH:11]=[C:10]([C:15]([OH:17])=O)[CH:9]=[CH:8]2)([CH3:4])[CH3:3].Cl.Cl.[CH3:20][N:21]1[C:25]([CH3:26])=[C:24]([C@H:27]([NH2:29])[CH3:28])[CH:23]=[N:22]1.CN(C(ON1N=NC2C=CC=CC1=2)=[N+](C)C)C.F[P-](F)(F)(F)(F)F.C(N(CC)CC)C. (3) The reactants are: Br[C:2]1[CH:3]=[C:4]([NH:9][S:10]([C:13]2[CH:18]=[CH:17][C:16]([O:19][CH3:20])=[CH:15][CH:14]=2)(=[O:12])=[O:11])[C:5]([Cl:8])=[N:6][CH:7]=1.CC1(C)C(C)(C)OB([C:29]2[CH:30]=[C:31]3[C:36](=[CH:37][CH:38]=2)[N:35]=[CH:34][CH:33]=[CH:32]3)O1.C([O-])([O-])=O.[Na+].[Na+]. Given the product [Cl:8][C:5]1[C:4]([NH:9][S:10]([C:13]2[CH:18]=[CH:17][C:16]([O:19][CH3:20])=[CH:15][CH:14]=2)(=[O:12])=[O:11])=[CH:3][C:2]([C:29]2[CH:30]=[C:31]3[C:36](=[CH:37][CH:38]=2)[N:35]=[CH:34][CH:33]=[CH:32]3)=[CH:7][N:6]=1, predict the reactants needed to synthesize it. (4) Given the product [N:16]1[C:17]2[C:12](=[CH:11][C:10](/[CH:9]=[C:5]3/[C:6](=[O:8])[N:7]=[C:3]([NH:25][C:21]4[S:20][CH:24]=[CH:23][N:22]=4)[S:4]/3)=[CH:19][CH:18]=2)[CH:13]=[N:14][CH:15]=1, predict the reactants needed to synthesize it. The reactants are: CS[C:3]1[S:4][C:5](=[CH:9][C:10]2[CH:11]=[C:12]3[C:17](=[CH:18][CH:19]=2)[N:16]=[CH:15][N:14]=[CH:13]3)[C:6](=[O:8])[N:7]=1.[S:20]1[CH:24]=[CH:23][N:22]=[C:21]1[NH2:25].CCN(C(C)C)C(C)C. (5) Given the product [CH:11]([O:8][C:1](=[O:9])[CH:2]([CH2:4][C:5]([O:7][CH:2]([CH2:4][CH3:5])[CH3:1])=[O:6])[OH:3])([CH2:12][CH3:13])[CH3:10], predict the reactants needed to synthesize it. The reactants are: [C:1]([OH:9])(=[O:8])[CH:2]([CH2:4][C:5]([OH:7])=[O:6])[OH:3].[CH3:10][CH:11](O)[CH2:12][CH3:13]. (6) Given the product [CH3:24][N:21]1[CH2:22][CH2:23][C@@H:18]([C:3]2[CH:4]=[C:5]3[C:14](=[CH:15][C:2]=2[C:28]2[CH:29]=[CH:30][CH:31]=[C:32]([O:33][CH3:34])[C:27]=2[F:26])[O:13][CH2:12][C:11]2[N:6]3[C@H:7]([CH3:17])[C:8](=[O:16])[NH:9][N:10]=2)[C@@H:19]([CH3:25])[CH2:20]1, predict the reactants needed to synthesize it. The reactants are: Br[C:2]1[CH:15]=[C:14]2[C:5]([N:6]3[C:11]([CH2:12][O:13]2)=[N:10][NH:9][C:8](=[O:16])[C@H:7]3[CH3:17])=[CH:4][C:3]=1[C@@H:18]1[CH2:23][CH2:22][N:21]([CH3:24])[CH2:20][C@@H:19]1[CH3:25].[F:26][C:27]1[C:32]([O:33][CH3:34])=[CH:31][CH:30]=[CH:29][C:28]=1B(O)O.C([O-])([O-])=O.[K+].[K+]. (7) Given the product [C:40]1([C:46]2[CH2:51][CH2:50][N:49]([C:36]([C:27]3[N:28]([C:30]4[CH:31]=[CH:32][CH:33]=[CH:34][CH:35]=4)[N:29]=[C:25]([CH3:24])[CH:26]=3)=[O:38])[CH2:48][CH:47]=2)[CH:45]=[CH:44][CH:43]=[CH:42][CH:41]=1, predict the reactants needed to synthesize it. The reactants are: Cl.CN(C)CCCN=C=NCC.O.ON1C2C=CC=CC=2N=N1.[CH3:24][C:25]1[CH:26]=[C:27]([C:36]([OH:38])=O)[N:28]([C:30]2[CH:35]=[CH:34][CH:33]=[CH:32][CH:31]=2)[N:29]=1.Cl.[C:40]1([C:46]2[CH2:47][CH2:48][NH:49][CH2:50][CH:51]=2)[CH:45]=[CH:44][CH:43]=[CH:42][CH:41]=1. (8) Given the product [Cl:20][C:17]([F:19])([F:18])[O:16][C:13]1[CH:14]=[CH:15][C:10]([NH:9][C:7]([C:6]2[CH:21]=[C:2]([C:34]3[C:29]([F:28])=[N:30][CH:31]=[CH:32][CH:33]=3)[C:3]([N:22]3[CH2:26][CH2:25][C@@H:24]([OH:27])[CH2:23]3)=[N:4][CH:5]=2)=[O:8])=[CH:11][CH:12]=1, predict the reactants needed to synthesize it. The reactants are: Br[C:2]1[C:3]([N:22]2[CH2:26][CH2:25][C@@H:24]([OH:27])[CH2:23]2)=[N:4][CH:5]=[C:6]([CH:21]=1)[C:7]([NH:9][C:10]1[CH:15]=[CH:14][C:13]([O:16][C:17]([Cl:20])([F:19])[F:18])=[CH:12][CH:11]=1)=[O:8].[F:28][C:29]1[C:34](B(O)O)=[CH:33][CH:32]=[CH:31][N:30]=1. (9) Given the product [F:1][C:2]1[CH:7]=[C:6]([I:8])[CH:5]=[CH:4][C:3]=1[NH:9][C:10]1[CH:23]=[N:22][CH:21]=[CH:20][C:11]=1[C:12]1[N:18]([CH3:19])[C:16](=[O:17])[NH:15][N:14]=1, predict the reactants needed to synthesize it. The reactants are: [F:1][C:2]1[CH:7]=[C:6]([I:8])[CH:5]=[CH:4][C:3]=1[NH:9][C:10]1[CH:23]=[N:22][CH:21]=[CH:20][C:11]=1[C:12]([NH:14][NH:15][C:16]([NH:18][CH3:19])=[O:17])=O.[OH-].[Na+]. (10) Given the product [CH3:14][C:13]1[C:12]2[CH:15]=[CH:16][C:17]([CH3:19])=[CH:18][C:11]=2[O:10][C:9]=1[CH:4]([CH2:5][CH2:6][CH2:7][CH3:8])[CH2:3][CH2:2][O:26][C:27]1[CH:32]=[CH:31][C:30]([O:33][CH2:34][C:35]([O:37][CH2:38][CH3:39])=[O:36])=[C:29]([CH3:40])[CH:28]=1, predict the reactants needed to synthesize it. The reactants are: Br[CH2:2][CH2:3][CH:4]([C:9]1[O:10][C:11]2[CH:18]=[C:17]([CH3:19])[CH:16]=[CH:15][C:12]=2[C:13]=1[CH3:14])[CH2:5][CH2:6][CH2:7][CH3:8].C(=O)([O-])[O-].[Cs+].[Cs+].[OH:26][C:27]1[CH:32]=[CH:31][C:30]([O:33][CH2:34][C:35]([O:37][CH2:38][CH3:39])=[O:36])=[C:29]([CH3:40])[CH:28]=1.